This data is from Forward reaction prediction with 1.9M reactions from USPTO patents (1976-2016). The task is: Predict the product of the given reaction. Given the reactants [CH3:1][C:2]1[C:10]2[C:9](=[O:11])[CH2:8][C:7]([CH3:13])([CH3:12])[CH2:6][C:5]=2[NH:4][CH:3]=1.[H-].[Na+].F[C:17]1[CH:26]=[N:25][C:24]2[C:23]([NH2:27])=[N:22][CH:21]=[N:20][C:19]=2[CH:18]=1, predict the reaction product. The product is: [NH2:27][C:23]1[C:24]2[N:25]=[CH:26][C:17]([N:4]3[C:5]4[CH2:6][C:7]([CH3:13])([CH3:12])[CH2:8][C:9](=[O:11])[C:10]=4[C:2]([CH3:1])=[CH:3]3)=[CH:18][C:19]=2[N:20]=[CH:21][N:22]=1.